This data is from Full USPTO retrosynthesis dataset with 1.9M reactions from patents (1976-2016). The task is: Predict the reactants needed to synthesize the given product. (1) Given the product [CH2:33]([C:31]1[S:30][C:19]2[N:50]=[C:49]([C:47]3[S:48][C:44]([C:40]([CH3:43])([CH3:41])[CH3:42])=[CH:45][CH:46]=3)[N:16]=[C:17]([NH2:22])[C:18]=2[CH:32]=1)[C:34]1[CH:35]=[CH:36][CH:37]=[CH:38][CH:39]=1, predict the reactants needed to synthesize it. The reactants are: NC1SC(CC2C=CC=CC=2)=CC=1C#N.[NH2:16][C:17]1[C:18]2[CH:32]=[C:31]([CH2:33][C:34]3[CH:39]=[CH:38][CH:37]=[CH:36][CH:35]=3)[S:30][C:19]=2N=C(C2OC(C#N)=CC=2)[N:22]=1.[C:40]([C:44]1[S:48][C:47]([C:49]#[N:50])=[CH:46][CH:45]=1)([CH3:43])([CH3:42])[CH3:41].CC1OC(C#N)=CC=1. (2) The reactants are: [CH3:1][O:2][C:3](=[O:13])[CH2:4][C:5]1[CH:10]=[CH:9][C:8](Cl)=[CH:7][C:6]=1[Cl:12].C1(P(C2CCCCC2)C2C=CC=CC=2C2C(OC)=CC=CC=2OC)CCCCC1.P([O-])([O-])([O-])=O.[K+].[K+].[K+].[CH2:51]([C:53]([C:72]1[CH:77]=[CH:76][C:75](/[CH:78]=[CH:79]/[C:80]([C:86]([F:89])([F:88])[F:87])([OH:85])[C:81]([F:84])([F:83])[F:82])=[C:74]([CH3:90])[CH:73]=1)([C:56]1[CH:61]=[CH:60][C:59](B2OC(C)(C)C(C)(C)O2)=[C:58]([CH3:71])[CH:57]=1)[CH2:54][CH3:55])[CH3:52]. Given the product [CH3:1][O:2][C:3](=[O:13])[CH2:4][C:5]1[CH:10]=[CH:9][C:8]([C:59]2[CH:60]=[CH:61][C:56]([C:53]([CH2:54][CH3:55])([C:72]3[CH:77]=[CH:76][C:75](/[CH:78]=[CH:79]/[C:80]([OH:85])([C:86]([F:88])([F:89])[F:87])[C:81]([F:84])([F:83])[F:82])=[C:74]([CH3:90])[CH:73]=3)[CH2:51][CH3:52])=[CH:57][C:58]=2[CH3:71])=[CH:7][C:6]=1[Cl:12], predict the reactants needed to synthesize it. (3) Given the product [CH3:37][N:35]1[CH:36]=[C:32]([CH2:31][N:3]2[CH:4]=[CH:5][C:6]([CH2:8][CH2:9][C:10]3[CH:11]=[CH:12][C:13]([O:18][C:19]4[CH:24]=[CH:23][CH:22]=[C:21]([C:25]([F:28])([F:26])[F:27])[CH:20]=4)=[C:14]([CH:17]=3)[C:15]#[N:16])=[N:7][C:2]2=[O:1])[CH:33]=[N:34]1, predict the reactants needed to synthesize it. The reactants are: [O:1]=[C:2]1[N:7]=[C:6]([CH2:8][CH2:9][C:10]2[CH:11]=[CH:12][C:13]([O:18][C:19]3[CH:24]=[CH:23][CH:22]=[C:21]([C:25]([F:28])([F:27])[F:26])[CH:20]=3)=[C:14]([CH:17]=2)[C:15]#[N:16])[CH:5]=[CH:4][NH:3]1.Cl.Cl[CH2:31][C:32]1[CH:33]=[N:34][N:35]([CH3:37])[CH:36]=1.